This data is from Peptide-MHC class I binding affinity with 185,985 pairs from IEDB/IMGT. The task is: Regression. Given a peptide amino acid sequence and an MHC pseudo amino acid sequence, predict their binding affinity value. This is MHC class I binding data. (1) The peptide sequence is SEDGLDGFDW. The MHC is HLA-B45:01 with pseudo-sequence HLA-B45:01. The binding affinity (normalized) is 0. (2) The binding affinity (normalized) is 0.778. The peptide sequence is RAIEAQQHL. The MHC is HLA-B58:01 with pseudo-sequence HLA-B58:01. (3) The peptide sequence is GSFRKICGF. The MHC is HLA-A02:12 with pseudo-sequence HLA-A02:12. The binding affinity (normalized) is 0.0847. (4) The peptide sequence is SLREWLLRI. The MHC is HLA-A02:06 with pseudo-sequence HLA-A02:06. The binding affinity (normalized) is 0.102. (5) The peptide sequence is NGYRWQHQI. The MHC is HLA-A68:01 with pseudo-sequence HLA-A68:01. The binding affinity (normalized) is 0.00616.